This data is from Peptide-MHC class II binding affinity with 134,281 pairs from IEDB. The task is: Regression. Given a peptide amino acid sequence and an MHC pseudo amino acid sequence, predict their binding affinity value. This is MHC class II binding data. (1) The peptide sequence is GTLWCGHGNKSSGPNELG. The MHC is DRB1_0301 with pseudo-sequence DRB1_0301. The binding affinity (normalized) is 0. (2) The MHC is DRB1_0901 with pseudo-sequence DRB1_0901. The binding affinity (normalized) is 0.250. The peptide sequence is AYVLLSEKKISSIQS. (3) The peptide sequence is ASFIYDGRLVDSIGS. The MHC is DRB1_0802 with pseudo-sequence DRB1_0802. The binding affinity (normalized) is 0.347. (4) The peptide sequence is FSGVAATESAYLAYR. The MHC is HLA-DQA10102-DQB10502 with pseudo-sequence HLA-DQA10102-DQB10502. The binding affinity (normalized) is 0.344. (5) The peptide sequence is KKKVPWDQVVMTSLALV. The MHC is DRB1_0701 with pseudo-sequence DRB1_0701. The binding affinity (normalized) is 0.763. (6) The peptide sequence is AAGTYVAADAAAAST. The MHC is DRB1_1302 with pseudo-sequence DRB1_1302. The binding affinity (normalized) is 0.363. (7) The peptide sequence is GETLLRAVESYLLAH. The MHC is DRB1_0101 with pseudo-sequence DRB1_0101. The binding affinity (normalized) is 0.699. (8) The peptide sequence is MLRIMASLVLARKHN. The MHC is DRB1_0701 with pseudo-sequence DRB1_0701. The binding affinity (normalized) is 0.610.